From a dataset of NCI-60 drug combinations with 297,098 pairs across 59 cell lines. Regression. Given two drug SMILES strings and cell line genomic features, predict the synergy score measuring deviation from expected non-interaction effect. Drug 1: CCCCCOC(=O)NC1=NC(=O)N(C=C1F)C2C(C(C(O2)C)O)O. Drug 2: CC1=C2C(C(=O)C3(C(CC4C(C3C(C(C2(C)C)(CC1OC(=O)C(C(C5=CC=CC=C5)NC(=O)C6=CC=CC=C6)O)O)OC(=O)C7=CC=CC=C7)(CO4)OC(=O)C)O)C)OC(=O)C. Cell line: HCT116. Synergy scores: CSS=27.6, Synergy_ZIP=0.705, Synergy_Bliss=-5.54, Synergy_Loewe=-76.7, Synergy_HSA=-11.8.